This data is from Catalyst prediction with 721,799 reactions and 888 catalyst types from USPTO. The task is: Predict which catalyst facilitates the given reaction. (1) Reactant: I[C:2]1[CH:3]=[N:4][CH:5]=[CH:6][C:7]=1[C:8]1[O:9][C:10]2[CH:16]=[CH:15][C:14]([C:17]([F:20])([F:19])[F:18])=[CH:13][C:11]=2[N:12]=1.[Cu][C:22]#[N:23].CN1CCCC1=O.O. Product: [C:22]([C:2]1[CH:3]=[N:4][CH:5]=[CH:6][C:7]=1[C:8]1[O:9][C:10]2[CH:16]=[CH:15][C:14]([C:17]([F:20])([F:19])[F:18])=[CH:13][C:11]=2[N:12]=1)#[N:23]. The catalyst class is: 13. (2) Reactant: [C:1]([C:5]1[N:6]=[C:7]([C:10]2[CH:15]=[CH:14][CH:13]=[C:12]([O:16][C:17]3[CH:22]=[CH:21][C:20]([N+:23]([O-])=O)=[CH:19][C:18]=3[Cl:26])[CH:11]=2)[S:8][CH:9]=1)([CH3:4])([CH3:3])[CH3:2]. Product: [C:1]([C:5]1[N:6]=[C:7]([C:10]2[CH:11]=[C:12]([CH:13]=[CH:14][CH:15]=2)[O:16][C:17]2[CH:22]=[CH:21][C:20]([NH2:23])=[CH:19][C:18]=2[Cl:26])[S:8][CH:9]=1)([CH3:4])([CH3:2])[CH3:3]. The catalyst class is: 612. (3) Reactant: [OH:1]OS([O-])=O.[K+].[CH2:7]([S:9][C:10]1[C:11]2[N:12]([CH:19]=[C:20]([C:22]3[CH:23]=[N:24][C:25]([O:28][CH3:29])=[CH:26][CH:27]=3)[CH:21]=2)[N:13]=[CH:14][C:15]=1[C:16]([NH2:18])=[O:17])[CH3:8]. Product: [CH2:7]([S:9]([C:10]1[C:11]2[N:12]([CH:19]=[C:20]([C:22]3[CH:23]=[N:24][C:25]([O:28][CH3:29])=[CH:26][CH:27]=3)[CH:21]=2)[N:13]=[CH:14][C:15]=1[C:16]([NH2:18])=[O:17])=[O:1])[CH3:8]. The catalyst class is: 283. (4) Reactant: [CH3:1][O:2][C:3](=[O:11])[C:4]1[CH:9]=[CH:8][N:7]=[C:6]([NH2:10])[CH:5]=1.Br[CH2:13][C:14]([C:16]1[CH:21]=[CH:20][CH:19]=[CH:18][CH:17]=1)=O.C([O-])(O)=O.[Na+].CO. Product: [CH3:1][O:2][C:3]([C:4]1[CH:9]=[CH:8][N:7]2[CH:13]=[C:14]([C:16]3[CH:21]=[CH:20][CH:19]=[CH:18][CH:17]=3)[N:10]=[C:6]2[CH:5]=1)=[O:11]. The catalyst class is: 6. (5) Reactant: [CH2:1]([NH:8][CH:9]([C:19]1[C:27]2[C:22](=[CH:23][C:24]([Cl:28])=[CH:25][CH:26]=2)[NH:21][C:20]=1[C:29]([O:31]CC)=[O:30])[C:10]([NH:12][CH:13]1[CH2:18][CH2:17][CH2:16][CH2:15][CH2:14]1)=[O:11])[C:2]1[CH:7]=[CH:6][CH:5]=[CH:4][CH:3]=1.CCO.[OH-].[K+].Cl. Product: [CH2:1]([NH:8][CH:9]([C:19]1[C:27]2[C:22](=[CH:23][C:24]([Cl:28])=[CH:25][CH:26]=2)[NH:21][C:20]=1[C:29]([OH:31])=[O:30])[C:10]([NH:12][CH:13]1[CH2:18][CH2:17][CH2:16][CH2:15][CH2:14]1)=[O:11])[C:2]1[CH:3]=[CH:4][CH:5]=[CH:6][CH:7]=1. The catalyst class is: 6. (6) Reactant: [C:1]([N:11]([CH3:17])[C@H:12]([C:14]([OH:16])=O)[CH3:13])([O:3][CH2:4][C:5]1[CH:10]=[CH:9][CH:8]=[CH:7][CH:6]=1)=[O:2].CN(C(ON1N=NC2C=CC=NC1=2)=[N+](C)C)C.F[P-](F)(F)(F)(F)F.CCN(C(C)C)C(C)C.[CH2:51]([O:58][C:59]([N:61]1[CH2:65][CH:64]([C:66]2[C:74]3[C:69](=[CH:70][C:71]([F:75])=[CH:72][CH:73]=3)[NH:68][CH:67]=2)[CH:63]2[N:76]([C:79](=[O:89])[CH:80]([NH2:88])[CH:81]([O:83][C:84]([CH3:87])([CH3:86])[CH3:85])[CH3:82])[CH2:77][CH2:78][CH:62]12)=[O:60])[C:52]1[CH:57]=[CH:56][CH:55]=[CH:54][CH:53]=1. Product: [CH2:51]([O:58][C:59]([N:61]1[CH2:65][CH:64]([C:66]2[C:74]3[C:69](=[CH:70][C:71]([F:75])=[CH:72][CH:73]=3)[NH:68][CH:67]=2)[CH:63]2[N:76]([C:79](=[O:89])[CH:80]([NH:88][C:14](=[O:16])[CH:12]([N:11]([C:1]([O:3][CH2:4][C:5]3[CH:6]=[CH:7][CH:8]=[CH:9][CH:10]=3)=[O:2])[CH3:17])[CH3:13])[CH:81]([O:83][C:84]([CH3:86])([CH3:85])[CH3:87])[CH3:82])[CH2:77][CH2:78][CH:62]12)=[O:60])[C:52]1[CH:53]=[CH:54][CH:55]=[CH:56][CH:57]=1. The catalyst class is: 296. (7) Reactant: Cl[SiH:2]1[N:6]([C:7]([CH3:10])([CH3:9])[CH3:8])[CH:5]=[CH:4][N:3]1[C:11]([CH3:14])([CH3:13])[CH3:12].[CH:15]1([NH2:18])[CH2:17][CH2:16]1. Product: [C:11]([N:3]1[CH:4]=[CH:5][N:6]([C:7]([CH3:10])([CH3:9])[CH3:8])[SiH:2]1[NH:18][CH:15]1[CH2:17][CH2:16]1)([CH3:14])([CH3:13])[CH3:12]. The catalyst class is: 81. (8) Product: [F:1][C:2]([F:11])([F:12])[O:3][C:4]1[CH:10]=[CH:9][C:7]([N:8]2[CH:20]=[C:19]([C:18]3[CH:23]=[CH:24][C:15]([C:13]#[N:14])=[CH:16][CH:17]=3)[N:27]=[CH:25]2)=[CH:6][CH:5]=1. Reactant: [F:1][C:2]([F:12])([F:11])[O:3][C:4]1[CH:10]=[CH:9][C:7]([NH2:8])=[CH:6][CH:5]=1.[C:13]([C:15]1[CH:24]=[CH:23][C:18]([C:19](=O)[CH2:20]Br)=[CH:17][CH:16]=1)#[N:14].[CH:25]([NH2:27])=O. The catalyst class is: 3.